Dataset: Catalyst prediction with 721,799 reactions and 888 catalyst types from USPTO. Task: Predict which catalyst facilitates the given reaction. Reactant: [CH3:1][C:2]1([CH3:25])[O:7][C:6]2[C:8]3[C:13]([CH2:14][CH2:15][CH3:16])=[CH:12][C:11](=[O:17])[O:10][C:9]=3[CH:18]=[C:19]([O:20]C(=O)CC)[C:5]=2[CH:4]=[CH:3]1.C([O-])(O)=O.[Na+].O. Product: [CH3:25][C:2]1([CH3:1])[O:7][C:6]2[C:8]3[C:13]([CH2:14][CH2:15][CH3:16])=[CH:12][C:11](=[O:17])[O:10][C:9]=3[CH:18]=[C:19]([OH:20])[C:5]=2[CH:4]=[CH:3]1. The catalyst class is: 5.